This data is from Catalyst prediction with 721,799 reactions and 888 catalyst types from USPTO. The task is: Predict which catalyst facilitates the given reaction. (1) Reactant: [CH2:1]([N:3]1[C:7]2[CH:8]=[CH:9][CH:10]=[C:11]([CH3:12])[C:6]=2[NH:5][C:4]1=[O:13])[CH3:2].[H-].[Na+].[CH3:16][Si:17]([CH3:24])([CH3:23])[CH2:18][CH2:19][O:20][CH2:21]Cl.C(=O)([O-])O.[Na+]. Product: [CH2:1]([N:3]1[C:7]2[CH:8]=[CH:9][CH:10]=[C:11]([CH3:12])[C:6]=2[N:5]([CH2:21][O:20][CH2:19][CH2:18][Si:17]([CH3:24])([CH3:23])[CH3:16])[C:4]1=[O:13])[CH3:2]. The catalyst class is: 9. (2) Reactant: [H-].[Na+].[O:3]1[CH2:8][CH2:7][NH:6][C:5]2[CH:9]=[CH:10][CH:11]=[CH:12][C:4]1=2.I[CH3:14]. Product: [CH3:14][N:6]1[CH2:7][CH2:8][O:3][C:4]2[CH:12]=[CH:11][CH:10]=[CH:9][C:5]1=2. The catalyst class is: 7. (3) The catalyst class is: 11. Reactant: [CH:1]([C@H:3]1[CH2:8][CH2:7][C@H:6]([CH2:9]O)[CH2:5][CH2:4]1)=[CH2:2].N1C=CN=C1.C1(P(C2C=CC=CC=2)C2C=CC=CC=2)C=CC=CC=1.[I:35]I. Product: [I:35][CH2:9][C@H:6]1[CH2:7][CH2:8][C@H:3]([CH:1]=[CH2:2])[CH2:4][CH2:5]1. (4) Reactant: [Br:1][C:2]1[C:11]2[C:6](=[CH:7][CH:8]=[CH:9][CH:10]=2)[C:5]([C:12]2[CH:17]=[CH:16][C:15]([Cl:18])=[CH:14][CH:13]=2)=[C:4]([CH:19]([OH:24])[C:20]([O:22][CH3:23])=[O:21])[C:3]=1[CH3:25].[C:26](OC(C)=O)([CH3:29])([CH3:28])[CH3:27].C([O-])(O)=O.[Na+]. Product: [Br:1][C:2]1[C:11]2[C:6](=[CH:7][CH:8]=[CH:9][CH:10]=2)[C:5]([C:12]2[CH:13]=[CH:14][C:15]([Cl:18])=[CH:16][CH:17]=2)=[C:4]([CH:19]([O:24][C:26]([CH3:29])([CH3:28])[CH3:27])[C:20]([O:22][CH3:23])=[O:21])[C:3]=1[CH3:25]. The catalyst class is: 519. (5) Reactant: [C:1]1([NH:7][C:8](=[O:31])[NH:9][C:10]2[CH:30]=[CH:29][C:13]([C:14]([N:16]3[CH2:21][CH2:20][N:19](C(OC(C)(C)C)=O)[CH2:18][CH2:17]3)=[O:15])=[CH:12][CH:11]=2)[CH:6]=[CH:5][CH:4]=[CH:3][CH:2]=1.[F:32][C:33]([F:38])([F:37])[C:34]([OH:36])=[O:35]. Product: [F:32][C:33]([F:38])([F:37])[C:34]([OH:36])=[O:35].[C:1]1([NH:7][C:8]([NH:9][C:10]2[CH:30]=[CH:29][C:13]([C:14]([N:16]3[CH2:21][CH2:20][NH:19][CH2:18][CH2:17]3)=[O:15])=[CH:12][CH:11]=2)=[O:31])[CH:2]=[CH:3][CH:4]=[CH:5][CH:6]=1. The catalyst class is: 4. (6) Reactant: C(OC(=O)C)C.[ClH:7].[CH:8]1([C:11]2[CH:16]=[CH:15][C:14](/[CH:17]=[C:18](\[NH:25][C:26](=[O:45])[C:27]3[CH:32]=[CH:31][C:30]([O:33][CH2:34][CH2:35][C:36]4[CH:41]=[CH:40][C:39]([N:42]([CH3:44])[CH3:43])=[CH:38][CH:37]=4)=[CH:29][CH:28]=3)/[C:19]([NH:21][CH2:22][CH2:23][OH:24])=[O:20])=[CH:13][CH:12]=2)[CH2:10][CH2:9]1. The catalyst class is: 5. Product: [ClH:7].[CH:8]1([C:11]2[CH:12]=[CH:13][C:14](/[CH:17]=[C:18](\[NH:25][C:26](=[O:45])[C:27]3[CH:32]=[CH:31][C:30]([O:33][CH2:34][CH2:35][C:36]4[CH:41]=[CH:40][C:39]([N:42]([CH3:43])[CH3:44])=[CH:38][CH:37]=4)=[CH:29][CH:28]=3)/[C:19]([NH:21][CH2:22][CH2:23][OH:24])=[O:20])=[CH:15][CH:16]=2)[CH2:10][CH2:9]1. (7) Reactant: [CH3:1][N:2]1[C:8](=[O:9])[C:7]2[CH:10]=[CH:11][CH:12]=[CH:13][C:6]=2[CH:5]([CH2:14][C:15]([O:17]C)=[O:16])[C:4]2[CH:19]=[CH:20][C:21]([C:23]([NH:25][CH2:26][CH2:27][CH2:28][NH:29][C:30]3[CH:35]=[CH:34][CH:33]=[CH:32][N:31]=3)=[O:24])=[CH:22][C:3]1=2.[OH-].[Na+:37]. Product: [CH3:1][N:2]1[C:8](=[O:9])[C:7]2[CH:10]=[CH:11][CH:12]=[CH:13][C:6]=2[CH:5]([CH2:14][C:15]([O-:17])=[O:16])[C:4]2[CH:19]=[CH:20][C:21]([C:23]([NH:25][CH2:26][CH2:27][CH2:28][NH:29][C:30]3[CH:35]=[CH:34][CH:33]=[CH:32][N:31]=3)=[O:24])=[CH:22][C:3]1=2.[Na+:37]. The catalyst class is: 72.